Task: Predict the product of the given reaction.. Dataset: Forward reaction prediction with 1.9M reactions from USPTO patents (1976-2016) (1) Given the reactants COC1C=CC(C[CH:8]([CH2:12][C:13]2[CH:18]=[CH:17][C:16]([O:19][C:20](=[O:36])[C@H:21]([CH:33]([CH3:35])[CH3:34])[NH:22][C:23]([O:25][CH2:26][C:27]3[CH:32]=[CH:31][CH:30]=[CH:29][CH:28]=3)=[O:24])=[C:15]([O:37][C:38](=[O:54])[C@H:39]([CH:51]([CH3:53])[CH3:52])[NH:40][C:41]([O:43][CH2:44][C:45]3[CH:50]=[CH:49][CH:48]=[CH:47][CH:46]=3)=[O:42])[CH:14]=2)[C:9]([O-:11])=[O:10])=CC=1, predict the reaction product. The product is: [C:41]([NH:40][C@H:39]([C:38]([O:37][C:15]1[CH:14]=[C:13]([CH:18]=[CH:17][C:16]=1[O:19][C:20](=[O:36])[C@H:21]([CH:33]([CH3:35])[CH3:34])[NH:22][C:23]([O:25][CH2:26][C:27]1[CH:32]=[CH:31][CH:30]=[CH:29][CH:28]=1)=[O:24])[CH2:12][CH2:8][C:9]([OH:11])=[O:10])=[O:54])[CH:51]([CH3:52])[CH3:53])([O:43][CH2:44][C:45]1[CH:46]=[CH:47][CH:48]=[CH:49][CH:50]=1)=[O:42]. (2) Given the reactants [CH:1]1[C:6]([C@@H:7](O)[C@H:8]([NH:11][C:12](C(Cl)Cl)=[O:13])[CH2:9][OH:10])=[CH:5][CH:4]=[C:3]([N+]([O-])=O)[CH:2]=1.O=C[C@@H]([C@H]([C@@H]([C@@H](CO)O)O)O)O.S([O-])([O-])(=O)=O.[NH4+:38].[NH4+].P([O-])(O)(O)=O.[K+].[OH2:46].[OH2:47].C([O-])(=O)CC(CC([O-])=O)(C([O-])=O)O.[Na+].[Na+].[Na+].O.O.O.O.O.O.O.S([O-])([O-])(=O)=O.[Mg+2].CC1[N+](CC2C=NC(C)=NC=2N)=CSC=1CCO.Cl.[Cl-].O=O, predict the reaction product. The product is: [C:12]([NH:11][C@@H:8]([C:9]([OH:47])=[O:10])[CH2:7][C:6]1[CH:5]=[CH:4][C:3]([OH:46])=[CH:2][CH:1]=1)(=[O:13])[NH2:38]. (3) Given the reactants [CH2:1]([N:8]1[C:16]2[C:11](=[CH:12][C:13]([NH:17][C:18]3[N:26]=[CH:25][C:24]([F:27])=[CH:23][C:19]=3[C:20](O)=[O:21])=[CH:14][CH:15]=2)[CH:10]=[N:9]1)[C:2]1[CH:7]=[CH:6][CH:5]=[CH:4][CH:3]=1.C(N(CC)CC)C.[NH2:35][CH:36]1[CH2:41][CH2:40][CH:39]([NH:42][C:43]([C:45]2[N:46]=[C:47]3[CH:52]=[CH:51][C:50]([F:53])=[CH:49][N:48]3[CH:54]=2)=[O:44])[CH2:38][CH2:37]1, predict the reaction product. The product is: [CH2:1]([N:8]1[C:16]2[C:11](=[CH:12][C:13]([NH:17][C:18]3[C:19]([C:20]([NH:35][C@@H:36]4[CH2:41][CH2:40][C@H:39]([NH:42][C:43]([C:45]5[N:46]=[C:47]6[CH:52]=[CH:51][C:50]([F:53])=[CH:49][N:48]6[CH:54]=5)=[O:44])[CH2:38][CH2:37]4)=[O:21])=[CH:23][C:24]([F:27])=[CH:25][N:26]=3)=[CH:14][CH:15]=2)[CH:10]=[N:9]1)[C:2]1[CH:7]=[CH:6][CH:5]=[CH:4][CH:3]=1. (4) Given the reactants [Cl:1][C:2]1[CH:7]=[CH:6][C:5]([C:8]2[C:9](=[O:28])[O:10][C:11]3[C:16]([C:17]=2[CH2:18][C:19]2[CH:24]=[CH:23][C:22]([OH:25])=[CH:21][CH:20]=2)=[CH:15][CH:14]=[C:13]([O:26][CH3:27])[CH:12]=3)=[CH:4][CH:3]=1.[Br:29][CH:30](Br)[CH3:31].C([O-])([O-])=O.[K+].[K+], predict the reaction product. The product is: [Cl:1][C:2]1[CH:3]=[CH:4][C:5]([C:8]2[C:9](=[O:28])[O:10][C:11]3[C:16]([C:17]=2[CH2:18][C:19]2[CH:24]=[CH:23][C:22]([O:25][CH2:31][CH2:30][Br:29])=[CH:21][CH:20]=2)=[CH:15][CH:14]=[C:13]([O:26][CH3:27])[CH:12]=3)=[CH:6][CH:7]=1. (5) Given the reactants [OH:1][C:2]1[CH:3]=[C:4]([CH:19]=[CH:20][CH:21]=1)[O:5][CH2:6][CH2:7][N:8]1[C:16](=[O:17])[C:15]2[C:10](=[CH:11][CH:12]=[CH:13][CH:14]=2)[C:9]1=[O:18].[CH3:22][C:23]1[CH:30]=[CH:29][CH:28]=[C:27]([CH3:31])[C:24]=1[CH2:25]O, predict the reaction product. The product is: [CH3:22][C:23]1[CH:30]=[CH:29][CH:28]=[C:27]([CH3:31])[C:24]=1[CH2:25][O:1][C:2]1[CH:3]=[C:4]([CH:19]=[CH:20][CH:21]=1)[O:5][CH2:6][CH2:7][N:8]1[C:9](=[O:18])[C:10]2[C:15](=[CH:14][CH:13]=[CH:12][CH:11]=2)[C:16]1=[O:17]. (6) Given the reactants [OH:1][C@@H:2]1[CH2:7][CH2:6][O:5][C:3]1=[O:4].[S:8](Cl)([C:11]1[CH:17]=[CH:16][C:14]([CH3:15])=[CH:13][CH:12]=1)(=[O:10])=[O:9].C([O-])([O-])=O.[K+].[K+], predict the reaction product. The product is: [S:8]([O:1][C@@H:2]1[CH2:7][CH2:6][O:5][C:3]1=[O:4])([C:11]1[CH:17]=[CH:16][C:14]([CH3:15])=[CH:13][CH:12]=1)(=[O:10])=[O:9].